Dataset: Forward reaction prediction with 1.9M reactions from USPTO patents (1976-2016). Task: Predict the product of the given reaction. (1) The product is: [Cl:15][C:14]1[N:7]=[C:8]([Cl:9])[N:10]=[C:11]([N:19]([CH2:20][CH:21]=[CH2:22])[CH2:16][CH:17]=[CH2:18])[N:13]=1. Given the reactants C(=O)([O-])[O-].[Na+].[Na+].[N:7]1[C:14]([Cl:15])=[N:13][C:11](Cl)=[N:10][C:8]=1[Cl:9].[CH2:16]([NH:19][CH2:20][CH:21]=[CH2:22])[CH:17]=[CH2:18].[OH-].[Na+], predict the reaction product. (2) Given the reactants [CH:1]1([C:7]2[N:11]([CH2:12][C:13]3[CH:21]=[CH:20][C:16]([C:17]([OH:19])=O)=[CH:15][CH:14]=3)[N:10]=[C:9]([C:22]3[CH:27]=[CH:26][C:25]([O:28][C:29]([F:32])([F:31])[F:30])=[CH:24][CH:23]=3)[CH:8]=2)[CH2:6][CH2:5][CH2:4][CH2:3][CH2:2]1.C1C=CC2N(O)N=NC=2C=1.Cl.[NH2:44][CH2:45][C@@H:46]([OH:51])[C:47]([O:49][CH3:50])=[O:48].CCN(C(C)C)C(C)C, predict the reaction product. The product is: [CH:1]1([C:7]2[N:11]([CH2:12][C:13]3[CH:21]=[CH:20][C:16]([C:17]([NH:44][CH2:45][C@@H:46]([OH:51])[C:47]([O:49][CH3:50])=[O:48])=[O:19])=[CH:15][CH:14]=3)[N:10]=[C:9]([C:22]3[CH:23]=[CH:24][C:25]([O:28][C:29]([F:30])([F:31])[F:32])=[CH:26][CH:27]=3)[CH:8]=2)[CH2:6][CH2:5][CH2:4][CH2:3][CH2:2]1. (3) The product is: [ClH:1].[C:26]([C:28]1[N:33]=[CH:32][C:31]([NH:34][C:35]([N:2]2[CH2:7][CH2:6][C:5](=[CH:8][C:9]3[CH:25]=[CH:24][CH:23]=[C:11]([O:12][C:13]4[CH:18]=[CH:17][C:16]([C:19]([F:22])([F:20])[F:21])=[CH:15][N:14]=4)[CH:10]=3)[CH2:4][CH2:3]2)=[O:36])=[CH:30][CH:29]=1)#[N:27]. Given the reactants [ClH:1].[NH:2]1[CH2:7][CH2:6][C:5](=[CH:8][C:9]2[CH:10]=[C:11]([CH:23]=[CH:24][CH:25]=2)[O:12][C:13]2[CH:18]=[CH:17][C:16]([C:19]([F:22])([F:21])[F:20])=[CH:15][N:14]=2)[CH2:4][CH2:3]1.[C:26]([C:28]1[N:33]=[CH:32][C:31]([NH:34][C:35](=O)[O:36]C2C=CC=CC=2)=[CH:30][CH:29]=1)#[N:27].NC1C=NC(C#N)=CC=1.C(N(C(C)C)CC)(C)C.Cl, predict the reaction product. (4) Given the reactants CS([C:4]1[N:9]=[CH:8][C:7]2=[CH:10][CH:11]=[C:12]([C:13]3[CH:18]=[CH:17][CH:16]=[CH:15][C:14]=3[O:19][CH3:20])[N:6]2[N:5]=1)=O.C(N(CC)C(C)C)(C)C.[N:30]1([CH:36]2[CH2:41][CH2:40][N:39]([C:42]3[CH:43]=[C:44]([NH2:48])[CH:45]=[CH:46][CH:47]=3)[CH2:38][CH2:37]2)[CH2:35][CH2:34][O:33][CH2:32][CH2:31]1, predict the reaction product. The product is: [CH3:20][O:19][C:14]1[CH:15]=[CH:16][CH:17]=[CH:18][C:13]=1[C:12]1[N:6]2[C:7]([CH:8]=[N:9][C:4]([NH:48][C:44]3[CH:45]=[CH:46][CH:47]=[C:42]([N:39]4[CH2:40][CH2:41][CH:36]([N:30]5[CH2:31][CH2:32][O:33][CH2:34][CH2:35]5)[CH2:37][CH2:38]4)[CH:43]=3)=[N:5]2)=[CH:10][CH:11]=1. (5) Given the reactants [Na].[C:2]([O:6][C:7]([NH:9][C@H:10]1[C@@H:15]([C:16]([O:18][CH3:19])=[O:17])[CH2:14][CH2:13][CH2:12][CH2:11]1)=[O:8])([CH3:5])([CH3:4])[CH3:3].C[O-].[Na+].[Cl-].[NH4+], predict the reaction product. The product is: [C:2]([O:6][C:7]([NH:9][C@H:10]1[C@H:15]([C:16]([O:18][CH3:19])=[O:17])[CH2:14][CH2:13][CH2:12][CH2:11]1)=[O:8])([CH3:5])([CH3:4])[CH3:3]. (6) The product is: [Cl:24][C:25]1[CH:30]=[CH:29][C:28]([C:2]2[C:7]([C:8]3[CH:13]=[CH:12][C:11]([Cl:14])=[CH:10][CH:9]=3)=[CH:6][N:5]=[C:4]([N:15]3[CH2:19][C:18]([CH3:20])([CH3:21])[NH:17][S:16]3(=[O:22])=[O:23])[N:3]=2)=[CH:27][CH:26]=1. Given the reactants Cl[C:2]1[C:7]([C:8]2[CH:13]=[CH:12][C:11]([Cl:14])=[CH:10][CH:9]=2)=[CH:6][N:5]=[C:4]([N:15]2[CH2:19][C:18]([CH3:21])([CH3:20])[NH:17][S:16]2(=[O:23])=[O:22])[N:3]=1.[Cl:24][C:25]1[CH:30]=[CH:29][C:28](OB(O)O)=[CH:27][CH:26]=1.C([O-])([O-])=O.[K+].[K+].CCOC(C)=O, predict the reaction product.